Dataset: Forward reaction prediction with 1.9M reactions from USPTO patents (1976-2016). Task: Predict the product of the given reaction. Given the reactants [N+:1]([C:4]1[C:5]([O:13][CH2:14][C:15](=O)[CH3:16])=[N:6][CH:7]=[C:8]([N+:10]([O-])=O)[CH:9]=1)([O-])=O, predict the reaction product. The product is: [CH3:16][CH:15]1[CH2:14][O:13][C:5]2[N:6]=[CH:7][C:8]([NH2:10])=[CH:9][C:4]=2[NH:1]1.